Dataset: Catalyst prediction with 721,799 reactions and 888 catalyst types from USPTO. Task: Predict which catalyst facilitates the given reaction. (1) Reactant: [OH-].[Na+].[Cl:3][C:4]1[C:13]2[C:8](=[CH:9][C:10]([S:14]([NH:17][C:18]3([C:24]([O:26]C)=[O:25])[CH2:23][CH2:22][CH2:21][CH2:20][CH2:19]3)(=[O:16])=[O:15])=[CH:11][CH:12]=2)[C:7]([NH:28][C:29]([NH2:31])=[NH:30])=[N:6][CH:5]=1.Cl. Product: [ClH:3].[Cl:3][C:4]1[C:13]2[C:8](=[CH:9][C:10]([S:14]([NH:17][C:18]3([C:24]([OH:26])=[O:25])[CH2:23][CH2:22][CH2:21][CH2:20][CH2:19]3)(=[O:15])=[O:16])=[CH:11][CH:12]=2)[C:7]([NH:28][C:29]([NH2:31])=[NH:30])=[N:6][CH:5]=1. The catalyst class is: 5. (2) Reactant: [CH3:1][O:2][C:3]([C:5]1[CH:6]=[CH:7][C:8]([C:11]([OH:13])=O)=[N:9][CH:10]=1)=[O:4].Cl.Cl.[CH:16]([N:19]1[CH2:24][CH2:23][NH:22][CH2:21][CH2:20]1)([CH3:18])[CH3:17].O.ON1C2C=CC=CC=2N=N1.Cl.CN(C)CCCN=C=NCC.CN1CCOCC1. Product: [NH3:9].[CH3:1][O:2][C:3](=[O:4])[C:5]1[CH:6]=[CH:7][C:8]([C:11]([N:22]2[CH2:23][CH2:24][N:19]([CH:16]([CH3:18])[CH3:17])[CH2:20][CH2:21]2)=[O:13])=[N:9][CH:10]=1. The catalyst class is: 2. (3) Reactant: C([O:3][C:4](=[O:14])[C@@H:5]([N:7]1[CH:12]=[CH:11][CH:10]=[CH:9][C:8]1=[O:13])[CH3:6])C.C1COCC1.[OH-].[Na+]. Product: [O:13]=[C:8]1[CH:9]=[CH:10][CH:11]=[CH:12][N:7]1[C@@H:5]([CH3:6])[C:4]([OH:14])=[O:3]. The catalyst class is: 6. (4) The catalyst class is: 39. Reactant: [F:1][C:2]1[C:7]([OH:8])=[CH:6][CH:5]=[C:4]([CH3:9])[N:3]=1.C(=O)([O-])[O-].[K+].[K+].[CH2:16](I)[CH3:17].O. Product: [CH2:16]([O:8][C:7]1[C:2]([F:1])=[N:3][C:4]([CH3:9])=[CH:5][CH:6]=1)[CH3:17]. (5) Reactant: [Cl:1][C:2]1[N:10]=[C:9]([Cl:11])[CH:8]=[C:7]([CH3:12])[C:3]=1[C:4](N)=[O:5].C(OC(=O)C)(=[O:15])C.C(O)(=O)C.N([O-])=O.[Na+]. Product: [Cl:1][C:2]1[N:10]=[C:9]([Cl:11])[CH:8]=[C:7]([CH3:12])[C:3]=1[C:4]([OH:15])=[O:5]. The catalyst class is: 27. (6) Reactant: [C:1]([C:3]1[C:7]([C:8]2[CH:9]=[C:10]3[C:14](=[CH:15][CH:16]=2)[N:13](C(OC(C)(C)C)=O)[CH2:12][CH2:11]3)=[CH:6][N:5]([CH3:24])[N:4]=1)#[N:2].Cl.CCOC(C)=O. Product: [NH:13]1[C:14]2[C:10](=[CH:9][C:8]([C:7]3[C:3]([C:1]#[N:2])=[N:4][N:5]([CH3:24])[CH:6]=3)=[CH:16][CH:15]=2)[CH2:11][CH2:12]1. The catalyst class is: 25.